This data is from Reaction yield outcomes from USPTO patents with 853,638 reactions. The task is: Predict the reaction yield, written as a fraction of the theoretical maximum amount of product (1.0 means a 100% yield; for example, 0.34 means a 34% yield). (1) The reactants are [Br:1][C:2]1[N:6]2[CH:7]=[C:8](Br)[CH:9]=[C:10]([C:11]([F:14])([F:13])[F:12])[C:5]2=[N:4][C:3]=1[C:16]([N:18]1[CH2:22][CH2:21][CH:20]([C:23]2[CH:28]=[CH:27][C:26]([F:29])=[CH:25][CH:24]=2)[CH2:19]1)=[O:17].[O:30]1[CH:34]=[CH:33][C:32](B(O)O)=[CH:31]1. The catalyst is [O-]P([O-])([O-])=O.[K+].[K+].[K+].O1CCOCC1.CCOC(C)=O.C1C=CC([P]([Pd]([P](C2C=CC=CC=2)(C2C=CC=CC=2)C2C=CC=CC=2)([P](C2C=CC=CC=2)(C2C=CC=CC=2)C2C=CC=CC=2)[P](C2C=CC=CC=2)(C2C=CC=CC=2)C2C=CC=CC=2)(C2C=CC=CC=2)C2C=CC=CC=2)=CC=1. The product is [Br:1][C:2]1[N:6]2[CH:7]=[C:8]([C:32]3[CH:33]=[CH:34][O:30][CH:31]=3)[CH:9]=[C:10]([C:11]([F:12])([F:13])[F:14])[C:5]2=[N:4][C:3]=1[C:16]([N:18]1[CH2:22][CH2:21][CH:20]([C:23]2[CH:28]=[CH:27][C:26]([F:29])=[CH:25][CH:24]=2)[CH2:19]1)=[O:17]. The yield is 0.290. (2) The reactants are [N:1]1([C:6]2[CH:11]=[CH:10][C:9]([C:12](O)([CH2:14][CH:15]([C:20]3[CH:25]=[C:24]([Cl:26])[CH:23]=[C:22]([Cl:27])[CH:21]=3)[C:16]([F:19])([F:18])[F:17])[CH3:13])=[CH:8][CH:7]=2)[CH:5]=[N:4][CH:3]=[N:2]1.C1(C)C=CC(S(O)(=O)=O)=CC=1. The catalyst is C1(C)C=CC=CC=1. The product is [Cl:26][C:24]1[CH:25]=[C:20]([CH:15]([C:16]([F:17])([F:19])[F:18])/[CH:14]=[C:12](/[C:9]2[CH:10]=[CH:11][C:6]([N:1]3[CH:5]=[N:4][CH:3]=[N:2]3)=[CH:7][CH:8]=2)\[CH3:13])[CH:21]=[C:22]([Cl:27])[CH:23]=1. The yield is 0.310. (3) The reactants are [C:1]([NH:4][CH2:5]/[C:6](=[CH:11]\[C:12]1[CH:17]=[CH:16][CH:15]=[CH:14][CH:13]=1)/[C:7]([O:9][CH3:10])=[O:8])(=[O:3])[CH3:2].[H][H]. The catalyst is CO. The product is [C:1]([NH:4][CH2:5][C@H:6]([CH2:11][C:12]1[CH:13]=[CH:14][CH:15]=[CH:16][CH:17]=1)[C:7]([O:9][CH3:10])=[O:8])(=[O:3])[CH3:2]. The yield is 0.990. (4) The reactants are [F:1][C:2]1[CH:3]=[C:4]([C@@H:9]2[CH2:13][N:12]([CH2:14][C@@H:15]([OH:20])[C:16]([F:19])([F:18])[F:17])[CH2:11][C@H:10]2[NH:21][C:22](=[O:28])[O:23][C:24]([CH3:27])([CH3:26])[CH3:25])[CH:5]=[CH:6][C:7]=1[F:8].CCN(C(C)C)C(C)C.[CH3:38][S:39](Cl)(=[O:41])=[O:40]. The catalyst is C(Cl)Cl. The product is [CH3:38][S:39]([O:20][C@H:15]([CH2:14][N:12]1[CH2:13][C@@H:9]([C:4]2[CH:5]=[CH:6][C:7]([F:8])=[C:2]([F:1])[CH:3]=2)[C@H:10]([NH:21][C:22]([O:23][C:24]([CH3:25])([CH3:27])[CH3:26])=[O:28])[CH2:11]1)[C:16]([F:19])([F:17])[F:18])(=[O:41])=[O:40]. The yield is 0.751. (5) The reactants are N[C:2]1[CH:3]=[CH:4][C:5]([N+:10]([O-:12])=[O:11])=[C:6]([CH2:8][CH3:9])[CH:7]=1.N([O-])=O.[Na+].NC(N)=O.[ClH:21]. The catalyst is O.[Cu]Cl. The product is [Cl:21][C:2]1[CH:3]=[CH:4][C:5]([N+:10]([O-:12])=[O:11])=[C:6]([CH2:8][CH3:9])[CH:7]=1. The yield is 0.460. (6) The reactants are [Cl:1][C:2]1[CH:7]=[CH:6][C:5]([C@:8]2([O:31][CH3:32])[O:13][C@H:12]([CH2:14][OH:15])[C@@H:11]([O:16][Si:17]([CH3:20])([CH3:19])[CH3:18])[C@H:10]([O:21][Si:22]([CH3:25])([CH3:24])[CH3:23])[C@H:9]2[O:26][Si:27]([CH3:30])([CH3:29])[CH3:28])=[CH:4][C:3]=1[CH2:33][O:34][C:35]1[CH:40]=[CH:39][CH:38]=[CH:37][CH:36]=1.C(Cl)Cl.C(N(CC)CC)C. The catalyst is CS(C)=O. The product is [Cl:1][C:2]1[CH:7]=[CH:6][C:5]([C@:8]2([O:31][CH3:32])[O:13][C@H:12]([CH:14]=[O:15])[C@@H:11]([O:16][Si:17]([CH3:20])([CH3:18])[CH3:19])[C@H:10]([O:21][Si:22]([CH3:23])([CH3:24])[CH3:25])[C@H:9]2[O:26][Si:27]([CH3:28])([CH3:29])[CH3:30])=[CH:4][C:3]=1[CH2:33][O:34][C:35]1[CH:40]=[CH:39][CH:38]=[CH:37][CH:36]=1. The yield is 1.00. (7) The reactants are [S:1]1[CH2:5][CH2:4][NH:3][CH:2]1[C:6]([OH:8])=[O:7].[C:9](O[C:9]([O:11][C:12]([CH3:15])([CH3:14])[CH3:13])=[O:10])([O:11][C:12]([CH3:15])([CH3:14])[CH3:13])=[O:10]. No catalyst specified. The product is [C:12]([O:11][C:9]([N:3]1[CH2:4][CH2:5][S:1][CH:2]1[C:6]([OH:8])=[O:7])=[O:10])([CH3:15])([CH3:14])[CH3:13]. The yield is 0.970. (8) The reactants are Cl[C:2]1[CH:7]=[CH:6][C:5]([Br:8])=[CH:4][N:3]=1.O.[NH2:10][NH2:11]. The catalyst is O. The product is [Br:8][C:5]1[CH:6]=[CH:7][C:2]([NH:10][NH2:11])=[N:3][CH:4]=1. The yield is 0.830. (9) The yield is 0.170. The product is [NH2:30][C:24]1[N:25]([CH3:29])[C:26](=[O:28])[CH:27]=[C:22]([CH2:21][CH2:20][C:16]2[CH:15]=[C:14]([C:11]3[CH:10]=[CH:9][C:8]([O:7][CH2:6][CH2:5][O:4][CH3:1])=[CH:13][CH:12]=3)[CH:19]=[CH:18][CH:17]=2)[N:23]=1. The reactants are [C:1]([O:4][CH2:5][CH2:6][O:7][C:8]1[CH:13]=[CH:12][C:11]([C:14]2[CH:19]=[CH:18][CH:17]=[C:16]([CH2:20][CH2:21][C:22]3[N:23]=[C:24]([NH2:30])[N:25]([CH3:29])[C:26](=[O:28])[CH:27]=3)[CH:15]=2)=[CH:10][CH:9]=1)(=O)C.COCCBr. No catalyst specified.